From a dataset of Forward reaction prediction with 1.9M reactions from USPTO patents (1976-2016). Predict the product of the given reaction. (1) Given the reactants O=P12OP3(OP(OP(O3)(O1)=O)(=O)O2)=O.[Br:15][C:16]1[CH:17]=[C:18]2[C:22](=[CH:23][CH:24]=1)[NH:21][C:20]([C:25]([NH:27][CH2:28][CH2:29][C:30]([OH:32])=O)=[O:26])=[CH:19]2, predict the reaction product. The product is: [Br:15][C:16]1[CH:17]=[C:18]2[C:22](=[CH:23][CH:24]=1)[NH:21][C:20]1[C:25](=[O:26])[NH:27][CH2:28][CH2:29][C:30](=[O:32])[C:19]2=1. (2) Given the reactants FC(F)(F)S(O[C:7]1[C:16]2[C:11](=[CH:12][CH:13]=[C:14]([C:17]([O:19][CH2:20][CH2:21][Si:22]([CH3:25])([CH3:24])[CH3:23])=[O:18])[CH:15]=2)[CH:10]=[N:9][CH:8]=1)(=O)=O.[CH:28]([C:30]1[CH:35]=[CH:34][C:33](OB(O)O)=[CH:32][CH:31]=1)=[O:29], predict the reaction product. The product is: [CH:28]([C:30]1[CH:35]=[CH:34][C:33]([C:7]2[C:16]3[C:11](=[CH:12][CH:13]=[C:14]([C:17]([O:19][CH2:20][CH2:21][Si:22]([CH3:25])([CH3:24])[CH3:23])=[O:18])[CH:15]=3)[CH:10]=[N:9][CH:8]=2)=[CH:32][CH:31]=1)=[O:29].